This data is from Catalyst prediction with 721,799 reactions and 888 catalyst types from USPTO. The task is: Predict which catalyst facilitates the given reaction. (1) Reactant: FC(F)(F)C(O)=O.[Cl:8][C:9]1[CH:14]=[CH:13][C:12]([C:15]2[CH:20]=[CH:19][C:18]([CH2:21][CH2:22][C@H:23]3[O:32][C@@H:26]4[O:27]C(C)(C)[O:29][C@@H:25]4[C@@H:24]3[CH2:33][CH2:34][N:35]3[C:43](=[O:44])[C:42]4[C:37](=[CH:38][CH:39]=[CH:40][CH:41]=4)[C:36]3=[O:45])=[CH:17][CH:16]=2)=[CH:11][CH:10]=1. Product: [Cl:8][C:9]1[CH:10]=[CH:11][C:12]([C:15]2[CH:16]=[CH:17][C:18]([CH2:21][CH2:22][C@@H:23]3[C@@H:24]([CH2:33][CH2:34][N:35]4[C:36](=[O:45])[C:37]5[C:42](=[CH:41][CH:40]=[CH:39][CH:38]=5)[C:43]4=[O:44])[C@@H:25]([OH:29])[C@@H:26]([OH:27])[O:32]3)=[CH:19][CH:20]=2)=[CH:13][CH:14]=1. The catalyst class is: 84. (2) Reactant: [CH3:1][S:2]([O-:4])=[O:3].[Na+].[Br:6][C:7]1[C:8]([Cl:15])=[N:9][CH:10]=[C:11]([CH2:13]Br)[CH:12]=1. Product: [Br:6][C:7]1[C:8]([Cl:15])=[N:9][CH:10]=[C:11]([CH2:13][S:2]([CH3:1])(=[O:4])=[O:3])[CH:12]=1. The catalyst class is: 35. (3) Reactant: [Br:1][C:2]1[CH:7]=[CH:6][C:5]([C:8]2[CH:13]=[CH:12][C:11]([CH2:14][OH:15])=[CH:10][CH:9]=2)=[CH:4][CH:3]=1.[CH3:16]I.[H-].[Na+].[Cl-].[NH4+]. Product: [CH3:16][O:15][CH2:14][C:11]1[CH:12]=[CH:13][C:8]([C:5]2[CH:4]=[CH:3][C:2]([Br:1])=[CH:7][CH:6]=2)=[CH:9][CH:10]=1. The catalyst class is: 7. (4) The catalyst class is: 4. Reactant: N#N.[S:3]1[CH:7]=[CH:6][CH:5]=[C:4]1[C:8]1[CH:13]=[CH:12][CH:11]=[CH:10][C:9]=1[NH:14][C:15]([C:17]1[CH:18]=[C:19]([C:23]2[CH:28]=[CH:27][C:26]([O:29]C)=[CH:25][C:24]=2[O:31]C)[CH:20]=[CH:21][CH:22]=1)=[O:16].B(Br)(Br)Br. Product: [S:3]1[CH:7]=[CH:6][CH:5]=[C:4]1[C:8]1[CH:13]=[CH:12][CH:11]=[CH:10][C:9]=1[NH:14][C:15]([C:17]1[CH:18]=[C:19]([C:23]2[CH:28]=[CH:27][C:26]([OH:29])=[CH:25][C:24]=2[OH:31])[CH:20]=[CH:21][CH:22]=1)=[O:16]. (5) The catalyst class is: 46. Product: [CH:48]([NH:49][C:17]([C@@H:15]1[CH2:14][N:11]2[CH2:12][CH2:13][N:8]([C:6]([O:5][C:1]([CH3:2])([CH3:3])[CH3:4])=[O:7])[CH2:9][C@@H:10]2[CH2:16]1)=[O:19])([C:50]1[CH:51]=[CH:52][CH:53]=[CH:54][CH:55]=1)[C:42]1[CH:47]=[CH:46][CH:45]=[CH:44][CH:43]=1. Reactant: [C:1]([O:5][C:6]([N:8]1[CH2:13][CH2:12][N:11]2[CH2:14][C@@H:15]([C:17]([OH:19])=O)[CH2:16][C@H:10]2[CH2:9]1)=[O:7])([CH3:4])([CH3:3])[CH3:2].C(N=C=NCCCN(C)C)C.O.OC1C2N=NNC=2C=CC=1.[C:42]1([CH:48]([C:50]2[CH:55]=[CH:54][CH:53]=[CH:52][CH:51]=2)[NH2:49])[CH:47]=[CH:46][CH:45]=[CH:44][CH:43]=1. (6) Reactant: [C:1]12([C:11]3[CH:12]=[C:13](/[CH:24]=[CH:25]/[C:26]4[CH:36]=[CH:35][C:29]([C:30]([O:32]CC)=[O:31])=[CH:28][CH:27]=4)[CH:14]=[CH:15][C:16]=3[O:17][CH2:18][O:19][CH2:20][CH2:21][O:22][CH3:23])[CH2:10][CH:5]3[CH2:6][CH:7]([CH2:9][CH:3]([CH2:4]3)[CH2:2]1)[CH2:8]2. Product: [C:1]12([C:11]3[CH:12]=[C:13](/[CH:24]=[CH:25]/[C:26]4[CH:27]=[CH:28][C:29]([C:30]([OH:32])=[O:31])=[CH:35][CH:36]=4)[CH:14]=[CH:15][C:16]=3[O:17][CH2:18][O:19][CH2:20][CH2:21][O:22][CH3:23])[CH2:10][CH:5]3[CH2:4][CH:3]([CH2:9][CH:7]([CH2:6]3)[CH2:8]1)[CH2:2]2. The catalyst class is: 74.